This data is from Forward reaction prediction with 1.9M reactions from USPTO patents (1976-2016). The task is: Predict the product of the given reaction. Given the reactants [NH:1]1[CH:5]=[C:4]([CH:6]=[O:7])[CH:3]=[N:2]1.C(=O)([O-])[O-].[K+].[K+].Br[CH2:15][CH2:16][OH:17], predict the reaction product. The product is: [OH:17][CH2:16][CH2:15][N:1]1[CH:5]=[C:4]([CH:6]=[O:7])[CH:3]=[N:2]1.